Dataset: Full USPTO retrosynthesis dataset with 1.9M reactions from patents (1976-2016). Task: Predict the reactants needed to synthesize the given product. (1) Given the product [Cl:11][C:12]1[CH:13]=[C:14]([NH:15][C:2]2[C:3]3[NH:10][CH:9]=[CH:8][C:4]=3[N:5]=[CH:6][N:7]=2)[CH:16]=[CH:17][C:18]=1[O:19][CH2:20][C:21]1[CH:26]=[CH:25][CH:24]=[CH:23][N:22]=1, predict the reactants needed to synthesize it. The reactants are: Cl[C:2]1[C:3]2[NH:10][CH:9]=[CH:8][C:4]=2[N:5]=[CH:6][N:7]=1.[Cl:11][C:12]1[CH:13]=[C:14]([CH:16]=[CH:17][C:18]=1[O:19][CH2:20][C:21]1[CH:26]=[CH:25][CH:24]=[CH:23][N:22]=1)[NH2:15]. (2) Given the product [CH3:1][O:2][C:3]1[CH:4]=[CH:5][C:6]([N:9]([CH2:10][CH2:11][C:12]2[CH:17]=[CH:16][CH:15]=[C:14]([O:18][CH3:19])[CH:13]=2)[C:20](=[O:22])[CH3:21])=[CH:7][CH:8]=1, predict the reactants needed to synthesize it. The reactants are: [CH3:1][O:2][C:3]1[CH:8]=[CH:7][C:6]([NH:9][CH2:10][CH2:11][C:12]2[CH:17]=[CH:16][CH:15]=[C:14]([O:18][CH3:19])[CH:13]=2)=[CH:5][CH:4]=1.[C:20](Cl)(=[O:22])[CH3:21]. (3) The reactants are: [NH2:1][C:2]1[CH:10]=[C:9]2[C:5]([C:6]([CH3:18])([CH3:17])[C:7](=[O:16])[N:8]2[CH2:11][CH2:12][CH2:13][CH2:14][CH3:15])=[CH:4][C:3]=1[NH:19][CH:20]([CH3:22])[CH3:21].Br[C:24]#[N:25]. Given the product [NH2:25][C:24]1[N:19]([CH:20]([CH3:21])[CH3:22])[C:3]2=[CH:4][C:5]3[C:6]([CH3:18])([CH3:17])[C:7](=[O:16])[N:8]([CH2:11][CH2:12][CH2:13][CH2:14][CH3:15])[C:9]=3[CH:10]=[C:2]2[N:1]=1, predict the reactants needed to synthesize it.